From a dataset of Full USPTO retrosynthesis dataset with 1.9M reactions from patents (1976-2016). Predict the reactants needed to synthesize the given product. (1) Given the product [CH2:41]([N:48]1[CH2:53][CH2:52][N:51]([C@:54]([C:78](=[O:81])[NH2:79])([OH:16])[CH2:55][NH:56][C:57](=[O:77])[C:58]2[CH:63]=[CH:62][C:61]([O:64][CH2:65][C:66]3[C:75]4[C:70](=[CH:71][CH:72]=[CH:73][CH:74]=4)[N:69]=[C:68]([CH3:76])[CH:67]=3)=[CH:60][CH:59]=2)[CH2:50][CH2:49]1)[C:42]1[CH:47]=[CH:46][CH:45]=[CH:44][CH:43]=1, predict the reactants needed to synthesize it. The reactants are: C(N1CCN([C@@H](CNC(=O)C2C=CC(OCC3C4C(=CC=CC=4)N=C(C)C=3)=CC=2)C(O)=[O:16])CC1)C1C=CC=CC=1.[CH2:41]([N:48]1[CH2:53][CH2:52][N:51]([C@H:54]([C:78](=[O:81])[NH:79]O)[CH2:55][NH:56][C:57](=[O:77])[C:58]2[CH:63]=[CH:62][C:61]([O:64][CH2:65][C:66]3[C:75]4[C:70](=[CH:71][CH:72]=[CH:73][CH:74]=4)[N:69]=[C:68]([CH3:76])[CH:67]=3)=[CH:60][CH:59]=2)[CH2:50][CH2:49]1)[C:42]1[CH:47]=[CH:46][CH:45]=[CH:44][CH:43]=1. (2) Given the product [Cl:1][C:2]1[CH:28]=[CH:27][C:5]([C:6]([NH:8][C:9]2[S:10][CH:11]=[C:12]([CH2:14][C:15]([N:17]3[CH2:22][CH2:21][N:20]([CH2:23][C:24](=[O:26])[NH:29][CH:30]4[CH2:35][CH2:34][N:33]([CH3:36])[CH2:32][CH2:31]4)[CH2:19][CH2:18]3)=[O:16])[N:13]=2)=[O:7])=[CH:4][CH:3]=1, predict the reactants needed to synthesize it. The reactants are: [Cl:1][C:2]1[CH:28]=[CH:27][C:5]([C:6]([NH:8][C:9]2[S:10][CH:11]=[C:12]([CH2:14][C:15]([N:17]3[CH2:22][CH2:21][N:20]([CH2:23][C:24]([OH:26])=O)[CH2:19][CH2:18]3)=[O:16])[N:13]=2)=[O:7])=[CH:4][CH:3]=1.[NH2:29][CH:30]1[CH2:35][CH2:34][N:33]([CH3:36])[CH2:32][CH2:31]1. (3) Given the product [ClH:37].[ClH:37].[F:1][C:2]1[CH:7]=[CH:6][C:5]([C:8]([C:10]2[N:11]=[C:12]([C@@H:15]3[CH2:20][N:19]4[CH2:21][CH2:22][CH2:23][C@@H:18]4[CH2:17][NH:16]3)[S:13][CH:14]=2)=[O:9])=[CH:4][CH:3]=1, predict the reactants needed to synthesize it. The reactants are: [F:1][C:2]1[CH:7]=[CH:6][C:5]([C:8]([C:10]2[N:11]=[C:12]([C@@H:15]3[CH2:20][N:19]4[CH2:21][CH2:22][CH2:23][C@@H:18]4[CH2:17][N:16]3C(OC(C)(C)C)=O)[S:13][CH:14]=2)=[O:9])=[CH:4][CH:3]=1.C(OCC)(=O)C.[ClH:37]. (4) The reactants are: Br[C:2]1[N:3]=[C:4]2[C:10]([C:11]([NH:13][C:14]([CH3:17])([CH3:16])[CH3:15])=[O:12])=[CH:9][N:8]([CH2:18][O:19][CH2:20][CH2:21][Si:22]([CH3:25])([CH3:24])[CH3:23])[C:5]2=[N:6][CH:7]=1.[NH2:26][C:27]1[CH:28]=[C:29]([CH:33]([NH:35][C:36](=[O:42])[O:37][C:38]([CH3:41])([CH3:40])[CH3:39])[CH3:34])[CH:30]=[CH:31][CH:32]=1.CC1(C)C2C(=C(P(C3C=CC=CC=3)C3C=CC=CC=3)C=CC=2)OC2C(P(C3C=CC=CC=3)C3C=CC=CC=3)=CC=CC1=2.C(=O)([O-])[O-].[Cs+].[Cs+]. Given the product [C:14]([NH:13][C:11]([C:10]1[C:4]2[C:5](=[N:6][CH:7]=[C:2]([NH:26][C:27]3[CH:28]=[C:29]([CH:33]([NH:35][C:36](=[O:42])[O:37][C:38]([CH3:41])([CH3:40])[CH3:39])[CH3:34])[CH:30]=[CH:31][CH:32]=3)[N:3]=2)[N:8]([CH2:18][O:19][CH2:20][CH2:21][Si:22]([CH3:25])([CH3:24])[CH3:23])[CH:9]=1)=[O:12])([CH3:17])([CH3:16])[CH3:15], predict the reactants needed to synthesize it. (5) Given the product [Br:45][CH2:20][C:19]([C:12]1[CH:13]=[CH:14][CH:15]=[C:16]2[C:11]=1[N:10]=[C:9]([C:7]([N:1]1[CH2:6][CH2:5][O:4][CH2:3][CH2:2]1)=[O:8])[CH:18]=[CH:17]2)=[O:21], predict the reactants needed to synthesize it. The reactants are: [N:1]1([C:7]([C:9]2[CH:18]=[CH:17][C:16]3[C:11](=[C:12]([C:19](=[O:21])[CH3:20])[CH:13]=[CH:14][CH:15]=3)[N:10]=2)=[O:8])[CH2:6][CH2:5][O:4][CH2:3][CH2:2]1.[Si](OS(C(F)(F)F)(=O)=O)(C(C)(C)C)(C)C.O.C1C(=O)N([Br:45])C(=O)C1. (6) Given the product [C:1]([C:5]1[CH:10]=[CH:9][C:8]([CH:11]2[CH2:12][CH:24]2[C:23]([O:22][CH2:20][CH3:21])=[O:27])=[CH:7][C:6]=1[Cl:13])([CH3:4])([CH3:3])[CH3:2], predict the reactants needed to synthesize it. The reactants are: [C:1]([C:5]1[CH:10]=[CH:9][C:8]([CH:11]=[CH2:12])=[CH:7][C:6]=1[Cl:13])([CH3:4])([CH3:3])[CH3:2].CN1C=CN=C1.[CH2:20]([O:22][C:23](=[O:27])[CH:24]=[N+]=[N-])[CH3:21].